Dataset: Catalyst prediction with 721,799 reactions and 888 catalyst types from USPTO. Task: Predict which catalyst facilitates the given reaction. Reactant: [CH3:1][N:2]1[C:10]2[C:5](=[CH:6][CH:7]=[CH:8][CH:9]=2)[CH:4]=[CH:3]1.C([Li])(C)(C)C.CCCCC.[CH3:21][N:22]([CH3:36])[C:23]1([C:30]2[CH:35]=[CH:34][CH:33]=[CH:32][CH:31]=2)[CH2:28][CH2:27][C:26](=[O:29])[CH2:25][CH2:24]1. Product: [CH3:21][N:22]([CH3:36])[C:23]1([C:30]2[CH:35]=[CH:34][CH:33]=[CH:32][CH:31]=2)[CH2:28][CH2:27][C:26]([C:3]2[N:2]([CH3:1])[C:10]3[C:5]([CH:4]=2)=[CH:6][CH:7]=[CH:8][CH:9]=3)([OH:29])[CH2:25][CH2:24]1. The catalyst class is: 1.